From a dataset of Forward reaction prediction with 1.9M reactions from USPTO patents (1976-2016). Predict the product of the given reaction. (1) Given the reactants [Cl:1][C:2]1[CH:3]=[CH:4][C:5]2[O:10][CH:9]([C:11]#[N:12])[O:8][C:7]([CH:19]3[CH2:24][CH2:23][CH2:22][CH2:21][CH2:20]3)([CH:13]3[CH2:18][CH2:17][CH2:16][CH2:15][CH2:14]3)[C:6]=2[CH:25]=1.C[Sn]([N:30]=[N+:31]=[N-:32])(C)C, predict the reaction product. The product is: [Cl:1][C:2]1[CH:3]=[CH:4][C:5]2[O:10][CH:9]([C:11]3[NH:32][N:31]=[N:30][N:12]=3)[O:8][C:7]([CH:19]3[CH2:20][CH2:21][CH2:22][CH2:23][CH2:24]3)([CH:13]3[CH2:18][CH2:17][CH2:16][CH2:15][CH2:14]3)[C:6]=2[CH:25]=1. (2) Given the reactants [N:1]1[CH:6]=[CH:5][CH:4]=[CH:3][C:2]=1[NH:7][C:8]([N:10]1[C@@H:16]2[CH2:17][N:13]([CH2:14][CH2:15]2)[C:12]2[CH:18]=[CH:19][C:20]([C:22]([NH:24][CH2:25][C:26]([O:28]C)=[O:27])=[O:23])=[N:21][C:11]1=2)=[O:9].O[Li].O.CO, predict the reaction product. The product is: [N:1]1[CH:6]=[CH:5][CH:4]=[CH:3][C:2]=1[NH:7][C:8]([N:10]1[C@@H:16]2[CH2:17][N:13]([CH2:14][CH2:15]2)[C:12]2[CH:18]=[CH:19][C:20]([C:22]([NH:24][CH2:25][C:26]([OH:28])=[O:27])=[O:23])=[N:21][C:11]1=2)=[O:9]. (3) Given the reactants [C:1]([C:3]1[C:8]2[N:9]=[C:10]([C:12]([N:14]([CH3:16])[CH3:15])=[O:13])[O:11][C:7]=2[C:6](F)=[C:5]([CH:18]=[CH2:19])[C:4]=1[CH3:20])#[N:2].C(N(CC)CC)C.[CH3:28][N:29]([CH3:35])[C@H:30]1[CH2:34][CH2:33][NH:32][CH2:31]1.C(=O)([O-])O.[Na+], predict the reaction product. The product is: [C:1]([C:3]1[C:8]2[N:9]=[C:10]([C:12]([N:14]([CH3:16])[CH3:15])=[O:13])[O:11][C:7]=2[C:6]([N:32]2[CH2:33][CH2:34][C@H:30]([N:29]([CH3:35])[CH3:28])[CH2:31]2)=[C:5]([CH:18]=[CH2:19])[C:4]=1[CH3:20])#[N:2]. (4) Given the reactants Br[C:2]1[CH:28]=[CH:27][C:5]2[N:6]=[C:7]([NH:15][C:16]3[C:21]([Cl:22])=[CH:20][C:19]([CH:23]([OH:25])[CH3:24])=[CH:18][C:17]=3[Cl:26])[C:8]3[CH:9]=[CH:10][NH:11][C:12](=[O:14])[C:13]=3[C:4]=2[CH:3]=1.C(N(CC)CC)C.[CH3:36][C:37]([OH:41])([C:39]#[CH:40])[CH3:38], predict the reaction product. The product is: [Cl:26][C:17]1[CH:18]=[C:19]([CH:23]([OH:25])[CH3:24])[CH:20]=[C:21]([Cl:22])[C:16]=1[NH:15][C:7]1[C:8]2[CH:9]=[CH:10][NH:11][C:12](=[O:14])[C:13]=2[C:4]2[CH:3]=[C:2]([C:40]#[C:39][C:37]([OH:41])([CH3:38])[CH3:36])[CH:28]=[CH:27][C:5]=2[N:6]=1. (5) Given the reactants [CH:1]1([CH:7]([NH:22][C:23]2[CH:31]=[CH:30][C:26](C(O)=O)=[CH:25][CH:24]=2)[C:8]2[CH:12]=[C:11]([C:13]3[CH:18]=[CH:17][C:16]([O:19][CH3:20])=[CH:15][N:14]=3)[O:10][C:9]=2[CH3:21])[CH2:6][CH2:5][CH2:4][CH2:3][CH2:2]1.[CH3:32][NH:33][CH2:34][CH2:35][C:36]([O:38]CC)=[O:37].Cl.C(N=C=NCCCN(C)C)C.O.[OH:54][C:55]1C2N=NNC=2C=CC=1, predict the reaction product. The product is: [CH:1]1([CH:7]([NH:22][C:23]2[CH:24]=[CH:25][C:26]([C:55]([N:33]([CH3:32])[CH2:34][CH2:35][C:36]([OH:38])=[O:37])=[O:54])=[CH:30][CH:31]=2)[C:8]2[CH:12]=[C:11]([C:13]3[CH:18]=[CH:17][C:16]([O:19][CH3:20])=[CH:15][N:14]=3)[O:10][C:9]=2[CH3:21])[CH2:2][CH2:3][CH2:4][CH2:5][CH2:6]1. (6) Given the reactants FC(F)(F)C(O)=O.[CH2:8]([O:15][C:16](=[O:32])[CH2:17][C@@H:18]([NH2:31])[C:19]([NH:21][C@H:22]([C:27](=[O:30])[NH:28][CH3:29])[C:23]([CH3:26])([CH3:25])[CH3:24])=[O:20])[C:9]1[CH:14]=[CH:13][CH:12]=[CH:11][CH:10]=1.C([C@H](NC(=O)[C@H](N1[CH:54]=[CH:53][C:52]([C:55]2[CH:60]=[CH:59][C:58]([C:61]3[CH:66]=[CH:65][C:64]([C:67]#[N:68])=[CH:63][CH:62]=3)=[CH:57][CH:56]=2)=[CH:51]1)CC(O)=O)CO)C1C=CC=CC=1, predict the reaction product. The product is: [CH2:8]([O:15][C:16](=[O:32])[CH2:17][C@@H:18]([N:31]1[CH:54]=[CH:53][C:52]([C:55]2[CH:60]=[CH:59][C:58]([C:61]3[CH:62]=[CH:63][C:64]([C:67]#[N:68])=[CH:65][CH:66]=3)=[CH:57][CH:56]=2)=[CH:51]1)[C:19]([NH:21][C@H:22]([C:27](=[O:30])[NH:28][CH3:29])[C:23]([CH3:25])([CH3:26])[CH3:24])=[O:20])[C:9]1[CH:10]=[CH:11][CH:12]=[CH:13][CH:14]=1. (7) Given the reactants C([O:4][C:5]1[CH:10]=[C:9]([NH:11][C:12]([N:14]2[CH2:19][CH2:18][N:17]([C:20](=[O:36])[C:21]3[CH:26]=[CH:25][CH:24]=[C:23]([O:27][CH2:28][CH2:29][CH:30]4[CH2:35][CH2:34][CH2:33][CH2:32][CH2:31]4)[CH:22]=3)[CH2:16][CH2:15]2)=[O:13])[CH:8]=[C:7]([O:37]C(=O)C)[CH:6]=1)(=O)C.[OH-].[Na+].Cl, predict the reaction product. The product is: [CH:30]1([CH2:29][CH2:28][O:27][C:23]2[CH:22]=[C:21]([CH:26]=[CH:25][CH:24]=2)[C:20]([N:17]2[CH2:18][CH2:19][N:14]([C:12]([NH:11][C:9]3[CH:8]=[C:7]([OH:37])[CH:6]=[C:5]([OH:4])[CH:10]=3)=[O:13])[CH2:15][CH2:16]2)=[O:36])[CH2:35][CH2:34][CH2:33][CH2:32][CH2:31]1. (8) Given the reactants Cl[C:2]1[CH:7]=[CH:6][CH:5]=[CH:4][N:3]=1.[C:8]1(B(O)O)[CH:13]=[CH:12][CH:11]=[CH:10][CH:9]=1.C([O-])([O-])=O.[K+].[K+], predict the reaction product. The product is: [C:8]1([C:2]2[CH:7]=[CH:6][CH:5]=[CH:4][N:3]=2)[CH:13]=[CH:12][CH:11]=[CH:10][CH:9]=1. (9) Given the reactants C([O:3][C:4]([C:6]1[C:7]2[N:22]([CH3:23])[CH:21]=[N:20][C:8]=2[C:9]([NH:12][C:13]2[CH:18]=[CH:17][CH:16]=[C:15]([Br:19])[CH:14]=2)=[N:10][CH:11]=1)=[O:5])C.[OH-].[Na+:25], predict the reaction product. The product is: [Br:19][C:15]1[CH:14]=[C:13]([NH:12][C:9]2[C:8]3[N:20]=[CH:21][N:22]([CH3:23])[C:7]=3[C:6]([C:4]([O-:5])=[O:3])=[CH:11][N:10]=2)[CH:18]=[CH:17][CH:16]=1.[Na+:25].